Dataset: Drug-target binding data from BindingDB using IC50 measurements. Task: Regression. Given a target protein amino acid sequence and a drug SMILES string, predict the binding affinity score between them. We predict pIC50 (pIC50 = -log10(IC50 in M); higher means more potent). Dataset: bindingdb_ic50. (1) The drug is CCCCCCCCOc1ccc(NC(=O)C(NC(=O)[C@]2(O)C[C@@H](O)[C@@H](O)[C@H](OC(=O)/C=C/c3ccc(O)c(O)c3)C2)C(C)O)cc1. The target protein sequence is GTIYWMYTAYNSPTLYTKHYVQTINQQPLASSRWAACAIGGVLASFIQILATLFEWIFVPREWAGAQHLSRRMLFLVLIFLLNLVPPVYTFQITKLVIYSKSAYAVSIVGFFIAVATLVFFAVMPLGGLFTSYMNKRSRRYIASQTFTANYIKLKGLDMWMSYLLWFLVFLAKLVESYFFLTLSLRDPIRNLSTMTMRCVGEVWYKDIVCRNQAKIVLGLMYLVDLLLFFLDTYMWYIICNCIFSIGRSFYLGISILTPWRNIFTRLPKRIYSKILATTEMEIKYKPKVLISQIWNAIVISMYREHLLAIDHVQKLLYHQVPSEIEGKRTLRAPTFFVSQDDNNFETEFFPRNSEAERRISFFAQSLATPMPEPLPVDNMPTFTVFTPHYSEKILLSLREIIREDDQFSRVTLLEYLKQLHPVEWDCFVKDTKILAEETAAYENGDDSEKLSEDGLKSKIDDLPFYCIGFKSAAPEYTLRTRIWASLRSQTLYRTVSGFM.... The pIC50 is 4.3. (2) The drug is CC1=CCC[C@H]1NC(=O)Nc1ccc(Cl)c(S(=O)(=O)[C@@]2(C)CCOC2)c1O. The target protein (P35343) has sequence MGEFKVDKFNIEDFFSGDLDIFNYSSGMPSILPDAVPCHSENLEINSYAVVVIYVLVTLLSLVGNSLVMLVILYNRSTCSVTDVYLLNLAIADLFFALTLPVWAASKVNGWTFGSTLCKIFSYVKEVTFYSSVLLLACISMDRYLAIVHATSTLIQKRHLVKFVCIAMWLLSVILALPILILRNPVKVNLSTLVCYEDVGNNTSRLRVVLRILPQTFGFLVPLLIMLFCYGFTLRTLFKAHMGQKHRAMRVIFAVVLVFLLCWLPYNLVLFTDTLMRTKLIKETCERRDDIDKALNATEILGFLHSCLNPIIYAFIGQKFRHGLLKIMATYGLVSKEFLAKEGRPSFVSSSSANTSTTL. The pIC50 is 8.2. (3) The drug is O=C(c1ccc(C(=O)N2CCC(N3CCCC3)CC2)c2ccccc12)N1CCC(N2CCCC2)CC1. The target protein (Q96JM7) has sequence MTESASSTSGQEFDVFSVMDWKDGVGTLPGSDLKFRVNEFGALEVITDENEMENVKKATATTTWMVPTAQEAPTSPPSSRPVFPPAYWTSPPGCPTVFSEKTGMPFRLKDPVKVEGLQFCENCCQYGNVDECLSGGNYCSQNCARHIKDKDQKEERDVEEDNEEEDPKCSRKKKPKLSLKADTKEDGEERDDEMENKQDVRILRGSQRARRKRRGDSAVLKQGLPPKGKKAWCWASYLEEEKAVAVPAKLFKEHQSFPYNKNGFKVGMKLEGVDPEHQSVYCVLTVAEVCGYRIKLHFDGYSDCYDFWVNADALDIHPVGWCEKTGHKLHPPKGYKEEEFNWQTYLKTCKAQAAPKSLFENQNITVIPSGFRVGMKLEAVDKKNPSFICVATVTDMVDNRFLVHFDNWDESYDYWCEASSPHIHPVGWCKEHRRTLITPPGYPNVKHFSWDKYLEETNSLPAPARAFKVKPPHGFQKKMKLEVVDKRNPMFIRVATVADT.... The pIC50 is 7.1. (4) The small molecule is COc1ccc(CNc2nc3cc(C(=O)O)ccc3n2Cc2ccccc2C(F)(F)F)cc1. The target protein (O15066) has sequence MSKLKSSESVRVVVRCRPMNGKEKAASYDKVVDVDVKLGQVSVKNPKGTAHEMPKTFTFDAVYDWNAKQFELYDETFRPLVDSVLQGFNGTIFAYGQTGTGKTYTMEGIRGDPEKRGVIPNSFDHIFTHISRSQNQQYLVRASYLEIYQEEIRDLLSKDQTKRLELKERPDTGVYVKDLSSFVTKSVKEIEHVMNVGNQNRSVGATNMNEHSSRSHAIFVITIECSEVGLDGENHIRVGKLNLVDLAGSERQAKTGAQGERLKEATKINLSLSALGNVISALVDGKSTHIPYRDSKLTRLLQDSLGGNAKTVMVANVGPASYNVEETLTTLRYANRAKNIKNKPRVNEDPKDALLREFQEEIARLKAQLEKRSIGRRKRREKRREGGGSGGGGEEEEEEGEEGEEEGDDKDDYWREQQEKLEIEKRAIVEDHSLVAEEKMRLLKEKEKKMEDLRREKDAAEMLGAKIKAMESKLLVGGKNIVDHTNEQQKILEQKRQEIA.... The pIC50 is 4.3. (5) The drug is Cn1cnc2c1CCN(C(=O)C[C@H](N)Cc1cc(F)c(F)cc1F)C2C(F)(F)F. The target protein (Q6V1X1) has sequence MWKRSEQMKIKSGKCNMAAAMETEQLGVEIFETADCEENIESQDRPKLEPFYVERYSWSQLKKLLADTRKYHGYMMAKAPHDFMFVKRNDPDGPHSDRIYYLAMSGENRENTLFYSEIPKTINRAAVLMLSWKPLLDLFQATLDYGMYSREEELLRERKRIGTVGIASYDYHQGSGTFLFQAGSGIYHVKDGGPQGFTQQPLRPNLVETSCPNIRMDPKLCPADPDWIAFIHSNDIWISNIVTREERRLTYVHNELANMEEDARSAGVATFVLQEEFDRYSGYWWCPKAETTPSGGKILRILYEENDESEVEIIHVTSPMLETRRADSFRYPKTGTANPKVTFKMSEIMIDAEGRIIDVIDKELIQPFEILFEGVEYIARAGWTPEGKYAWSILLDRSQTRLQIVLISPELFIPVEDDVMERQRLIESVPDSVTPLIIYEETTDIWINIHDIFHVFPQSHEEEIEFIFASECKTGFRHLYKITSILKESKYKRSSGGLPA.... The pIC50 is 4.0.